From a dataset of Peptide-MHC class I binding affinity with 185,985 pairs from IEDB/IMGT. Regression. Given a peptide amino acid sequence and an MHC pseudo amino acid sequence, predict their binding affinity value. This is MHC class I binding data. (1) The peptide sequence is ILARRPTPK. The MHC is HLA-A11:01 with pseudo-sequence HLA-A11:01. The binding affinity (normalized) is 0.646. (2) The peptide sequence is ANFLGKIWP. The MHC is HLA-A02:01 with pseudo-sequence HLA-A02:01. The binding affinity (normalized) is 0.0202. (3) The peptide sequence is AYFLEAQEM. The MHC is HLA-A30:01 with pseudo-sequence HLA-A30:01. The binding affinity (normalized) is 0.0847. (4) The peptide sequence is TSTWFGFN. The MHC is Mamu-A02 with pseudo-sequence Mamu-A02. The binding affinity (normalized) is 0.00784. (5) The peptide sequence is RMILPMSRAFR. The MHC is HLA-A29:02 with pseudo-sequence HLA-A29:02. The binding affinity (normalized) is 0.0847. (6) The peptide sequence is VVRDFENYVK. The binding affinity (normalized) is 0.483. The MHC is HLA-A31:01 with pseudo-sequence HLA-A31:01. (7) The peptide sequence is LVMAPRTVL. The MHC is HLA-C05:01 with pseudo-sequence HLA-C05:01. The binding affinity (normalized) is 0.296.